Dataset: Forward reaction prediction with 1.9M reactions from USPTO patents (1976-2016). Task: Predict the product of the given reaction. (1) Given the reactants [CH2:1]([N:3]=[C:4]=[O:5])[CH3:2].[F:6][C:7]([F:42])([F:41])[C:8]1[CH:13]=[CH:12][C:11](/[CH:14]=[CH:15]/[C:16]2[O:17][CH:18]=[C:19]([CH2:21][O:22][C:23]3[CH:28]=[CH:27][C:26]([CH2:29][CH2:30][CH2:31][CH2:32][N:33]4[CH:37]=[CH:36][N:35]=[C:34]4[CH2:38][CH2:39][NH2:40])=[CH:25][CH:24]=3)[N:20]=2)=[CH:10][CH:9]=1.O, predict the reaction product. The product is: [CH2:1]([NH:3][C:4]([NH:40][CH2:39][CH2:38][C:34]1[N:33]([CH2:32][CH2:31][CH2:30][CH2:29][C:26]2[CH:27]=[CH:28][C:23]([O:22][CH2:21][C:19]3[N:20]=[C:16](/[CH:15]=[CH:14]/[C:11]4[CH:10]=[CH:9][C:8]([C:7]([F:42])([F:41])[F:6])=[CH:13][CH:12]=4)[O:17][CH:18]=3)=[CH:24][CH:25]=2)[CH:37]=[CH:36][N:35]=1)=[O:5])[CH3:2]. (2) Given the reactants [N+]([C:4]1[CH:11]=[CH:10][CH:9]=[C:8]([N+:12]([O-:14])=[O:13])[C:5]=1[C:6]#[N:7])([O-])=O.[OH:15][CH2:16][CH:17]1[CH2:21][CH2:20][O:19][CH2:18]1, predict the reaction product. The product is: [N+:12]([C:8]1[CH:9]=[CH:10][CH:11]=[C:4]([O:15][CH2:16][CH:17]2[CH2:21][CH2:20][O:19][CH2:18]2)[C:5]=1[C:6]#[N:7])([O-:14])=[O:13]. (3) The product is: [C:8]([C:10](=[C:1]1[CH2:6][CH2:5][CH2:4][CH2:3][CH2:2]1)[C:11]([O:13][CH2:14][CH3:15])=[O:12])#[N:9]. Given the reactants [C:1]1(=O)[CH2:6][CH2:5][CH2:4][CH2:3][CH2:2]1.[C:8]([CH2:10][C:11]([O:13][CH2:14][CH3:15])=[O:12])#[N:9].C([O-])(=O)C.[NH4+].C(O)(=O)C, predict the reaction product. (4) Given the reactants [CH:1]1([NH2:7])[CH2:6][CH2:5][CH2:4][CH2:3][CH2:2]1.N1C=CC=CC=1.[F:14][C:15]([F:26])([F:25])[C:16](O[C:16](=[O:17])[C:15]([F:26])([F:25])[F:14])=[O:17], predict the reaction product. The product is: [CH:1]1([NH:7][C:16](=[O:17])[C:15]([F:26])([F:25])[F:14])[CH2:6][CH2:5][CH2:4][CH2:3][CH2:2]1. (5) Given the reactants FC(F)(F)S(O[C:7]1[N:12]=[N:11][C:10]2[O:13][CH2:14][CH2:15][CH2:16][C:9]=2[CH:8]=1)(=O)=O.C(=O)([O-])[O-].[K+].[K+].O.[CH:26](B1OB(C=C)OB(C=C)O1)=[CH2:27], predict the reaction product. The product is: [CH:26]([C:7]1[N:12]=[N:11][C:10]2[O:13][CH2:14][CH2:15][CH2:16][C:9]=2[CH:8]=1)=[CH2:27].